From a dataset of NCI-60 drug combinations with 297,098 pairs across 59 cell lines. Regression. Given two drug SMILES strings and cell line genomic features, predict the synergy score measuring deviation from expected non-interaction effect. (1) Drug 1: C1=NC2=C(N=C(N=C2N1C3C(C(C(O3)CO)O)O)F)N. Drug 2: CCC1=C2CN3C(=CC4=C(C3=O)COC(=O)C4(CC)O)C2=NC5=C1C=C(C=C5)O. Cell line: EKVX. Synergy scores: CSS=5.51, Synergy_ZIP=-0.119, Synergy_Bliss=1.18, Synergy_Loewe=-46.7, Synergy_HSA=-3.89. (2) Drug 1: C1=CC(=CC=C1C#N)C(C2=CC=C(C=C2)C#N)N3C=NC=N3. Drug 2: C1C(C(OC1N2C=NC3=C2NC=NCC3O)CO)O. Cell line: UO-31. Synergy scores: CSS=-1.66, Synergy_ZIP=0.463, Synergy_Bliss=0.336, Synergy_Loewe=-2.52, Synergy_HSA=-0.482. (3) Drug 1: CCCS(=O)(=O)NC1=C(C(=C(C=C1)F)C(=O)C2=CNC3=C2C=C(C=N3)C4=CC=C(C=C4)Cl)F. Drug 2: C(CN)CNCCSP(=O)(O)O. Cell line: LOX IMVI. Synergy scores: CSS=10.2, Synergy_ZIP=-13.1, Synergy_Bliss=-23.7, Synergy_Loewe=-46.9, Synergy_HSA=-23.1. (4) Drug 1: CC1=C(C=C(C=C1)NC(=O)C2=CC=C(C=C2)CN3CCN(CC3)C)NC4=NC=CC(=N4)C5=CN=CC=C5. Drug 2: COCCOC1=C(C=C2C(=C1)C(=NC=N2)NC3=CC=CC(=C3)C#C)OCCOC.Cl. Cell line: BT-549. Synergy scores: CSS=-5.43, Synergy_ZIP=1.78, Synergy_Bliss=-3.04, Synergy_Loewe=-2.36, Synergy_HSA=-6.10. (5) Drug 1: CC1=C(C(CCC1)(C)C)C=CC(=CC=CC(=CC(=O)O)C)C. Drug 2: CS(=O)(=O)OCCCCOS(=O)(=O)C. Cell line: SNB-75. Synergy scores: CSS=2.51, Synergy_ZIP=0.851, Synergy_Bliss=6.36, Synergy_Loewe=4.52, Synergy_HSA=3.72. (6) Drug 1: C1CCN(CC1)CCOC2=CC=C(C=C2)C(=O)C3=C(SC4=C3C=CC(=C4)O)C5=CC=C(C=C5)O. Drug 2: CC=C1C(=O)NC(C(=O)OC2CC(=O)NC(C(=O)NC(CSSCCC=C2)C(=O)N1)C(C)C)C(C)C. Cell line: K-562. Synergy scores: CSS=55.3, Synergy_ZIP=6.00, Synergy_Bliss=11.0, Synergy_Loewe=-15.9, Synergy_HSA=12.6. (7) Drug 1: CS(=O)(=O)C1=CC(=C(C=C1)C(=O)NC2=CC(=C(C=C2)Cl)C3=CC=CC=N3)Cl. Drug 2: C1CCN(CC1)CCOC2=CC=C(C=C2)C(=O)C3=C(SC4=C3C=CC(=C4)O)C5=CC=C(C=C5)O. Cell line: MDA-MB-231. Synergy scores: CSS=-4.12, Synergy_ZIP=0.0333, Synergy_Bliss=-3.73, Synergy_Loewe=-5.55, Synergy_HSA=-6.00. (8) Drug 1: C1=CC(=CC=C1CCCC(=O)O)N(CCCl)CCCl. Drug 2: C1C(C(OC1N2C=NC3=C2NC=NCC3O)CO)O. Cell line: CAKI-1. Synergy scores: CSS=44.3, Synergy_ZIP=-1.84, Synergy_Bliss=-0.236, Synergy_Loewe=4.95, Synergy_HSA=3.37. (9) Drug 1: CC1OCC2C(O1)C(C(C(O2)OC3C4COC(=O)C4C(C5=CC6=C(C=C35)OCO6)C7=CC(=C(C(=C7)OC)O)OC)O)O. Drug 2: CC1C(C(CC(O1)OC2CC(CC3=C2C(=C4C(=C3O)C(=O)C5=CC=CC=C5C4=O)O)(C(=O)C)O)N)O. Cell line: NCIH23. Synergy scores: CSS=49.9, Synergy_ZIP=-3.57, Synergy_Bliss=-5.14, Synergy_Loewe=-3.25, Synergy_HSA=-1.19. (10) Drug 1: CNC(=O)C1=NC=CC(=C1)OC2=CC=C(C=C2)NC(=O)NC3=CC(=C(C=C3)Cl)C(F)(F)F. Drug 2: N.N.Cl[Pt+2]Cl. Cell line: MDA-MB-435. Synergy scores: CSS=13.5, Synergy_ZIP=-7.54, Synergy_Bliss=-0.813, Synergy_Loewe=-4.89, Synergy_HSA=0.719.